Dataset: Full USPTO retrosynthesis dataset with 1.9M reactions from patents (1976-2016). Task: Predict the reactants needed to synthesize the given product. (1) Given the product [Br:1][C:2]1[C:3]([C@@H:10]([NH:20][C:53](=[O:54])[CH2:52][N:41]2[C:42]3[C:43]([F:50])([F:51])[CH2:44][CH2:45][C:46]([F:49])([F:48])[C:47]=3[C:39]([CH:38]([F:56])[F:37])=[N:40]2)[CH2:11][C:12]2[CH:17]=[C:16]([F:18])[CH:15]=[C:14]([F:19])[CH:13]=2)=[N:4][C:5]([S:8][CH3:9])=[N:6][CH:7]=1, predict the reactants needed to synthesize it. The reactants are: [Br:1][C:2]1[C:3]([C@H:10]([NH:20]C(=O)CN2C3CCCCC=3C(C(F)(F)F)=N2)[CH2:11][C:12]2[CH:17]=[C:16]([F:18])[CH:15]=[C:14]([F:19])[CH:13]=2)=[N:4][C:5]([S:8][CH3:9])=[N:6][CH:7]=1.[F:37][CH:38]([F:56])[C:39]1[C:47]2[C:46]([F:49])([F:48])[CH2:45][CH2:44][C:43]([F:51])([F:50])[C:42]=2[N:41]([CH2:52][C:53](O)=[O:54])[N:40]=1.Cl.BrC1C([C@@H](N)CC2C=C(F)C=C(F)C=2)=NC(SC)=NC=1. (2) Given the product [Cl:1][C:2]1[CH:7]=[CH:6][C:5]([N:8]2[C:16]([CH:17]([CH:21]3[CH2:26][CH2:25][CH2:24][CH2:23][CH2:22]3)[C:18]([NH:33][CH:27]3[CH2:32][CH2:31][CH2:30][CH2:29][CH2:28]3)=[O:20])=[C:15]3[C:10]([CH:11]=[CH:12][CH:13]=[CH:14]3)=[N:9]2)=[CH:4][CH:3]=1, predict the reactants needed to synthesize it. The reactants are: [Cl:1][C:2]1[CH:7]=[CH:6][C:5]([N:8]2[C:16]([CH:17]([CH:21]3[CH2:26][CH2:25][CH2:24][CH2:23][CH2:22]3)[C:18]([OH:20])=O)=[C:15]3[C:10]([CH:11]=[CH:12][CH:13]=[CH:14]3)=[N:9]2)=[CH:4][CH:3]=1.[CH:27]1([NH2:33])[CH2:32][CH2:31][CH2:30][CH2:29][CH2:28]1.F[P-](F)(F)(F)(F)F.Br[P+](N1CCCC1)(N1CCCC1)N1CCCC1.C(N(CC)C(C)C)(C)C. (3) The reactants are: NC1C=CC=CC=1C1C([C:14]([C:16]2[C:21]([C:22]3[CH:27]=[CH:26][CH:25]=[CH:24][C:23]=3[NH2:28])=[CH:20][CH:19]=[CH:18][N:17]=2)=O)=NC=CC=1.[NH2:29][C:30](N)=[O:31]. Given the product [N:17]1[CH:18]=[CH:19][CH:20]=[CH:14][C:16]=1[C:21]1[C:22]2[C:23](=[CH:24][CH:25]=[CH:26][CH:27]=2)[NH:28][C:30](=[O:31])[N:29]=1, predict the reactants needed to synthesize it. (4) Given the product [Br:14][C:4]1[C:3]([OH:13])=[C:2]([Cl:1])[CH:11]=[C:10]2[C:5]=1[CH:6]=[CH:7][C:8]([CH3:12])=[N:9]2, predict the reactants needed to synthesize it. The reactants are: [Cl:1][C:2]1[CH:11]=[C:10]2[C:5]([CH:6]=[CH:7][C:8]([CH3:12])=[N:9]2)=[CH:4][C:3]=1[OH:13].[Br:14]Br. (5) Given the product [NH2:95][C:79]1[C:80]2[C:85](=[C:84]([C:50]3[C:51]([C@@H:58]([NH:68][C:69](=[O:75])[O:70][C:71]([CH3:74])([CH3:73])[CH3:72])[CH2:59][C:60]4[CH:65]=[C:64]([F:66])[CH:63]=[C:62]([F:67])[CH:61]=4)=[N:52][C:53]([S:56][CH3:57])=[N:54][CH:55]=3)[CH:83]=[CH:82][CH:81]=2)[N:77]([CH3:76])[N:78]=1, predict the reactants needed to synthesize it. The reactants are: FC(F)C1C2C(F)(F)CCC(F)(F)C=2N(CC(N[C@H](C2C(C3C=C4C(=CC=3)CNC4=O)=CN=C(SC)N=2)CC2C=C(F)C=C(F)C=2)=O)N=1.Br[C:50]1[C:51]([C@@H:58]([NH:68][C:69](=[O:75])[O:70][C:71]([CH3:74])([CH3:73])[CH3:72])[CH2:59][C:60]2[CH:65]=[C:64]([F:66])[CH:63]=[C:62]([F:67])[CH:61]=2)=[N:52][C:53]([S:56][CH3:57])=[N:54][CH:55]=1.[CH3:76][N:77]1[C:85]2[C:80](=[CH:81][CH:82]=[CH:83][C:84]=2B2OC(C)(C)C(C)(C)O2)[C:79]([NH2:95])=[N:78]1.